This data is from Forward reaction prediction with 1.9M reactions from USPTO patents (1976-2016). The task is: Predict the product of the given reaction. (1) Given the reactants [Si:1]([O:8][CH2:9][CH:10]1[CH2:15][O:14][C:13]2[CH:16]=[CH:17][C:18]([C:21]([OH:23])=[O:22])=[C:19]([CH3:20])[C:12]=2[O:11]1)([C:4]([CH3:7])([CH3:6])[CH3:5])([CH3:3])[CH3:2].[F:24][C:25]1[C:30](O)=[C:29]([F:32])[C:28]([F:33])=[C:27]([F:34])[C:26]=1[F:35].C1(N=C=NC2CCCCC2)CCCCC1.C(Cl)Cl, predict the reaction product. The product is: [F:24][C:25]1[C:30]([O:22][C:21]([C:18]2[CH:17]=[CH:16][C:13]3[O:14][CH2:15][CH:10]([CH2:9][O:8][Si:1]([C:4]([CH3:7])([CH3:5])[CH3:6])([CH3:3])[CH3:2])[O:11][C:12]=3[C:19]=2[CH3:20])=[O:23])=[C:29]([F:32])[C:28]([F:33])=[C:27]([F:34])[C:26]=1[F:35]. (2) Given the reactants [NH2:1][C:2]1[N:7]=[C:6]([N:8]2[C:16]3[C:11](=[CH:12][CH:13]=[C:14](I)[CH:15]=3)[C:10]([C:18]([OH:21])([CH3:20])[CH3:19])=[N:9]2)[CH:5]=[CH:4][N:3]=1.CCCC[N+](CCCC)(CCCC)CCCC.[F-].[CH3:40][N:41]1[CH:45]=[CH:44][C:43]([C:46]([OH:54])([C:48]#[C:49][Si](C)(C)C)[CH3:47])=[N:42]1, predict the reaction product. The product is: [NH2:1][C:2]1[N:7]=[C:6]([N:8]2[C:16]3[C:11](=[CH:12][CH:13]=[C:14]([C:49]#[C:48][C:46]([C:43]4[CH:44]=[CH:45][N:41]([CH3:40])[N:42]=4)([OH:54])[CH3:47])[CH:15]=3)[C:10]([C:18]([OH:21])([CH3:20])[CH3:19])=[N:9]2)[CH:5]=[CH:4][N:3]=1. (3) The product is: [C:15]1([S:21]([N:24]2[CH2:29][CH2:28][CH2:27][CH:26]([CH2:30][N:31]3[C:32](=[O:37])[C:33]4[C:34](=[C:3]([OH:4])[C:5]5[N:6]=[CH:7][CH:8]=[N:9][C:10]=5[C:11]=4[OH:13])[C:35]3=[O:36])[CH2:25]2)(=[O:23])=[O:22])[CH:16]=[CH:17][CH:18]=[CH:19][CH:20]=1. Given the reactants CO[C:3]([C:5]1[C:10]([C:11]([O:13]C)=O)=[N:9][CH:8]=[CH:7][N:6]=1)=[O:4].[C:15]1([S:21]([N:24]2[CH2:29][CH2:28][CH2:27][CH:26]([CH2:30][N:31]3[C:35](=[O:36])[CH2:34][CH2:33][C:32]3=[O:37])[CH2:25]2)(=[O:23])=[O:22])[CH:20]=[CH:19][CH:18]=[CH:17][CH:16]=1.[H-].[Na+], predict the reaction product. (4) The product is: [CH3:29][O:28][C:25]1[N:24]=[CH:23][C:22]([CH2:21][O:20][C:11]2[C:12]3[C:17](=[CH:16][CH:15]=[CH:14][CH:13]=3)[CH:18]=[CH:19][C:10]=2[C:8]([NH:7][C:4]([CH3:6])([CH3:5])[C:3]([OH:30])=[O:2])=[O:9])=[CH:27][CH:26]=1. Given the reactants C[O:2][C:3](=[O:30])[C:4]([NH:7][C:8]([C:10]1[CH:19]=[CH:18][C:17]2[C:12](=[CH:13][CH:14]=[CH:15][CH:16]=2)[C:11]=1[O:20][CH2:21][C:22]1[CH:23]=[N:24][C:25]([O:28][CH3:29])=[CH:26][CH:27]=1)=[O:9])([CH3:6])[CH3:5].[OH-].[Na+].O.Cl, predict the reaction product. (5) Given the reactants [CH2:1]([C@@H:8]1[C@@H:16]([O:17][CH2:18][CH:19]([CH3:21])[CH3:20])[C@H:15]([CH3:22])[O:14][C:13](=[O:23])[C@@H:12]([N:24](C(OC(C)(C)C)=O)C(=O)OC(C)(C)C)[CH2:11][O:10][CH2:9]1)[C:2]1[CH:7]=[CH:6][CH:5]=[CH:4][CH:3]=1.[ClH:39], predict the reaction product. The product is: [Cl-:39].[CH2:1]([C@@H:8]1[C@@H:16]([O:17][CH2:18][CH:19]([CH3:20])[CH3:21])[C@H:15]([CH3:22])[O:14][C:13](=[O:23])[C@@H:12]([NH3+:24])[CH2:11][O:10][CH2:9]1)[C:2]1[CH:3]=[CH:4][CH:5]=[CH:6][CH:7]=1. (6) Given the reactants [CH:1]([C:3]1[S:7][C:6]([NH2:8])=[N:5][CH:4]=1)=[O:2].[CH:9]([O:12][C:13]1[CH:14]=[C:15]([CH:19]=[C:20]([O:22][C:23]2[CH:28]=[CH:27][CH:26]=[CH:25][CH:24]=2)[CH:21]=1)[C:16](O)=[O:17])([CH3:11])[CH3:10], predict the reaction product. The product is: [CH:1]([C:3]1[S:7][C:6]([NH:8][C:16](=[O:17])[C:15]2[CH:19]=[C:20]([O:22][C:23]3[CH:28]=[CH:27][CH:26]=[CH:25][CH:24]=3)[CH:21]=[C:13]([O:12][CH:9]([CH3:10])[CH3:11])[CH:14]=2)=[N:5][CH:4]=1)=[O:2].